This data is from Reaction yield outcomes from USPTO patents with 853,638 reactions. The task is: Predict the reaction yield, written as a fraction of the theoretical maximum amount of product (1.0 means a 100% yield; for example, 0.34 means a 34% yield). (1) The reactants are Cl[C:2]1[CH:11]=[C:10]([C:12]#[N:13])[C:5]([C:6]([O:8][CH3:9])=[O:7])=[C:4]([NH:14][C:15]2[CH:16]=[C:17]([CH3:21])[CH:18]=[CH:19][CH:20]=2)[N:3]=1.[NH2:22][C@@H:23]1[CH2:28][CH2:27][CH2:26][CH2:25][C@@H:24]1[NH:29][C:30](=[O:36])[O:31][C:32]([CH3:35])([CH3:34])[CH3:33].CCN(CC)CC.O. The catalyst is CCOC(C)=O. The product is [C:32]([O:31][C:30]([NH:29][C@H:24]1[CH2:25][CH2:26][CH2:27][CH2:28][C@H:23]1[NH:22][C:2]1[CH:11]=[C:10]([C:12]#[N:13])[C:5]([C:6]([O:8][CH3:9])=[O:7])=[C:4]([NH:14][C:15]2[CH:16]=[C:17]([CH3:21])[CH:18]=[CH:19][CH:20]=2)[N:3]=1)=[O:36])([CH3:35])([CH3:33])[CH3:34]. The yield is 0.790. (2) The reactants are [C:1](Cl)(=[O:4])[CH:2]=[CH2:3].[NH2:6][C:7]1[CH:12]=[CH:11][C:10]([CH2:13][C@H:14]([NH:19][C:20]([O:22][CH2:23][C:24]2[CH:29]=[CH:28][CH:27]=[CH:26][CH:25]=2)=O)[C:15]([O:17][CH3:18])=[O:16])=[CH:9][CH:8]=1.C(N(C(C)C)CC)(C)C. The catalyst is C1COCC1. The product is [C:1]([NH:6][C:7]1[CH:8]=[CH:9][C:10]([CH2:13][C@H:14]([NH:19][CH2:20][O:22][CH2:23][C:24]2[CH:25]=[CH:26][CH:27]=[CH:28][CH:29]=2)[C:15]([O:17][CH3:18])=[O:16])=[CH:11][CH:12]=1)(=[O:4])[CH:2]=[CH2:3]. The yield is 0.550. (3) The reactants are [NH2:1][CH2:2][C:3]1[C:4]([F:20])=[C:5]([O:10][C:11]2[CH:12]=[C:13]([CH:16]=[C:17](Br)[CH:18]=2)[C:14]#[N:15])[C:6]([Cl:9])=[CH:7][CH:8]=1.[C:21]([B-](F)(F)F)([CH3:23])=[CH2:22].[K+]. The catalyst is C(O)CC. The product is [NH2:1][CH2:2][C:3]1[C:4]([F:20])=[C:5]([O:10][C:11]2[CH:12]=[C:13]([CH:16]=[C:17]([C:21]([CH3:23])=[CH2:22])[CH:18]=2)[C:14]#[N:15])[C:6]([Cl:9])=[CH:7][CH:8]=1. The yield is 0.383. (4) The catalyst is CO. The yield is 0.420. The reactants are C(OC([N:6]1[CH:15]=[C:14]([CH:16]=[O:17])[C:13]2[C:8](=[CH:9][C:10]([O:26][CH3:27])=[C:11]([O:18][CH2:19][CH2:20][CH2:21][O:22][C:23](=[O:25])[CH3:24])[CH:12]=2)[CH:7]1[CH2:28][C:29]1[CH:34]=[CH:33][CH:32]=[C:31]([O:35][CH2:36][CH3:37])[CH:30]=1)=O)C.[OH-].[K+].C(OCC)(=O)C.CCCCCC.C(OCC)(=O)C. The product is [C:23]([O:22][CH2:21][CH2:20][CH2:19][O:18][C:11]1[CH:12]=[C:13]2[C:8](=[CH:9][C:10]=1[O:26][CH3:27])[CH:7]([CH2:28][C:29]1[CH:34]=[CH:33][CH:32]=[C:31]([O:35][CH2:36][CH3:37])[CH:30]=1)[NH:6][CH:15]=[C:14]2[CH:16]=[O:17])(=[O:25])[CH3:24]. (5) The reactants are [O:1]=[C:2]1[N:7]=[C:6]([NH:8][C:9](=[O:22])[CH2:10][C:11]2[CH:16]=[CH:15][CH:14]=[C:13]([O:17][C:18]([F:21])([F:20])[F:19])[CH:12]=2)[CH:5]=[CH:4][N:3]1[CH2:23][CH2:24][CH2:25][CH2:26][N:27]1[CH:31]=[C:30]([C:32]([OH:34])=O)[N:29]=[N:28]1.[C:35]1([CH2:41][NH2:42])[CH:40]=[CH:39][CH:38]=[CH:37][CH:36]=1.C(P1(=O)OP(CCC)(=O)OP(CCC)(=O)O1)CC. The catalyst is CN(C=O)C. The product is [CH2:41]([NH:42][C:32]([C:30]1[N:29]=[N:28][N:27]([CH2:26][CH2:25][CH2:24][CH2:23][N:3]2[CH:4]=[CH:5][C:6]([NH:8][C:9](=[O:22])[CH2:10][C:11]3[CH:16]=[CH:15][CH:14]=[C:13]([O:17][C:18]([F:21])([F:19])[F:20])[CH:12]=3)=[N:7][C:2]2=[O:1])[CH:31]=1)=[O:34])[C:35]1[CH:40]=[CH:39][CH:38]=[CH:37][CH:36]=1. The yield is 0.130. (6) The reactants are [NH2:1][C:2]1[CH:24]=[CH:23][C:5]([CH2:6][C:7]2[N:17]([CH2:18][C:19]([CH3:22])([CH3:21])[CH3:20])[C:10]3[N:11]=[C:12]([C:15]#[N:16])[N:13]=[CH:14][C:9]=3[CH:8]=2)=[CH:4][CH:3]=1.C(N(CC)CC)C.[CH2:32]([S:36](Cl)(=[O:38])=[O:37])[CH2:33][CH2:34][CH3:35]. The catalyst is C(Cl)Cl. The product is [C:15]([C:12]1[N:13]=[CH:14][C:9]2[CH:8]=[C:7]([CH2:6][C:5]3[CH:4]=[CH:3][C:2]([NH:1][S:36]([CH2:32][CH2:33][CH2:34][CH3:35])(=[O:38])=[O:37])=[CH:24][CH:23]=3)[N:17]([CH2:18][C:19]([CH3:21])([CH3:20])[CH3:22])[C:10]=2[N:11]=1)#[N:16]. The yield is 0.390. (7) The reactants are Br[C:2]1[CH:3]=[C:4]2[CH:10]=[N:9][NH:8][C:5]2=[N:6][CH:7]=1.[N:11]1([C:17]([C:19]2[CH:20]=[C:21](B(O)O)[CH:22]=[CH:23][CH:24]=2)=[O:18])[CH2:16][CH2:15][O:14][CH2:13][CH2:12]1.C(=O)(O)[O-].[Na+].C1(P(=O)(C2C=CC=CC=2)C2C=CC=CC=2)C=CC=CC=1. The catalyst is C(COC)OC.C1C=CC([P]([Pd]([P](C2C=CC=CC=2)(C2C=CC=CC=2)C2C=CC=CC=2)([P](C2C=CC=CC=2)(C2C=CC=CC=2)C2C=CC=CC=2)[P](C2C=CC=CC=2)(C2C=CC=CC=2)C2C=CC=CC=2)(C2C=CC=CC=2)C2C=CC=CC=2)=CC=1.ClCCl. The product is [N:11]1([C:17]([C:19]2[CH:24]=[CH:23][CH:22]=[C:21]([C:2]3[CH:3]=[C:4]4[CH:10]=[N:9][NH:8][C:5]4=[N:6][CH:7]=3)[CH:20]=2)=[O:18])[CH2:16][CH2:15][O:14][CH2:13][CH2:12]1. The yield is 0.800. (8) The reactants are [CH2:1]([O:4][CH2:5][CH2:6][C:7]([O:9]C)=[O:8])[CH2:2][CH3:3].[OH-].[Li+]. The catalyst is C1COCC1.O. The product is [CH2:1]([O:4][CH2:5][CH2:6][C:7]([OH:9])=[O:8])[CH2:2][CH3:3]. The yield is 0.710.